Dataset: Forward reaction prediction with 1.9M reactions from USPTO patents (1976-2016). Task: Predict the product of the given reaction. Given the reactants Br[CH2:2][CH2:3][CH2:4][CH2:5][CH2:6][C:7]1[C:13]2[CH:14]=[CH:15][C:16]([OH:18])=[CH:17][C:12]=2[CH2:11][CH2:10][CH2:9][C:8]=1[C:19]1[CH:24]=[CH:23][CH:22]=[C:21]([OH:25])[CH:20]=1.[CH3:26][NH:27][CH2:28][CH2:29][CH2:30][CH2:31][CH2:32][S:33]([CH2:35][CH2:36][CH2:37][C:38]([F:44])([F:43])[C:39]([F:42])([F:41])[F:40])=[O:34], predict the reaction product. The product is: [OH:25][C:21]1[CH:20]=[C:19]([C:8]2[CH2:9][CH2:10][CH2:11][C:12]3[CH:17]=[C:16]([OH:18])[CH:15]=[CH:14][C:13]=3[C:7]=2[CH2:6][CH2:5][CH2:4][CH2:3][CH2:2][N:27]([CH3:26])[CH2:28][CH2:29][CH2:30][CH2:31][CH2:32][S:33]([CH2:35][CH2:36][CH2:37][C:38]([F:44])([F:43])[C:39]([F:40])([F:41])[F:42])=[O:34])[CH:24]=[CH:23][CH:22]=1.